Dataset: Reaction yield outcomes from USPTO patents with 853,638 reactions. Task: Predict the reaction yield, written as a fraction of the theoretical maximum amount of product (1.0 means a 100% yield; for example, 0.34 means a 34% yield). (1) The reactants are [N+:1]([C:4]1[CH:9]=[CH:8][C:7]([CH:10]=[CH:11][C:12]([O:14][CH2:15][CH3:16])=[O:13])=[CH:6][CH:5]=1)([O-])=O. The catalyst is CO.O1CCCC1.[Pd]. The product is [NH2:1][C:4]1[CH:5]=[CH:6][C:7]([CH2:10][CH2:11][C:12]([O:14][CH2:15][CH3:16])=[O:13])=[CH:8][CH:9]=1. The yield is 0.820. (2) The reactants are [Cl:1][C:2]1[CH:3]=[CH:4][C:5]([O:18][CH3:19])=[C:6]([N:8]2[C:12]([CH3:13])=[C:11]([C:14]([OH:16])=O)[C:10]([CH3:17])=[N:9]2)[CH:7]=1.[N:20]1([CH:25]2[CH2:30][CH2:29][NH:28][CH2:27][CH2:26]2)[CH2:24][CH2:23][CH2:22][CH2:21]1. No catalyst specified. The product is [Cl:1][C:2]1[CH:3]=[CH:4][C:5]([O:18][CH3:19])=[C:6]([N:8]2[C:12]([CH3:13])=[C:11]([C:14]([N:28]3[CH2:29][CH2:30][CH:25]([N:20]4[CH2:24][CH2:23][CH2:22][CH2:21]4)[CH2:26][CH2:27]3)=[O:16])[C:10]([CH3:17])=[N:9]2)[CH:7]=1. The yield is 0.990. (3) The reactants are C[O:2][C:3]1[CH:17]=[CH:16][C:6]([C:7]([NH:9][C:10]2[CH:15]=[CH:14][N:13]=[CH:12][CH:11]=2)=O)=[CH:5][CH:4]=1.P(Cl)(Cl)(Cl)(Cl)Cl.[CH:24]([NH:26][NH2:27])=O. The catalyst is O=P(Cl)(Cl)Cl. The product is [N:13]1[CH:14]=[CH:15][C:10]([N:9]2[CH:24]=[N:26][N:27]=[C:7]2[C:6]2[CH:16]=[CH:17][C:3]([OH:2])=[CH:4][CH:5]=2)=[CH:11][CH:12]=1. The yield is 0.550. (4) No catalyst specified. The yield is 0.950. The reactants are O=[C:2]1[CH2:6][S:5][CH2:4][CH:3]1[C:7]#[N:8].Cl.[C:10]1([NH:16][NH2:17])[CH:15]=[CH:14][CH:13]=[CH:12][CH:11]=1.CCO. The product is [C:10]1([N:16]2[C:7]([NH2:8])=[C:3]3[CH2:4][S:5][CH2:6][C:2]3=[N:17]2)[CH:15]=[CH:14][CH:13]=[CH:12][CH:11]=1. (5) The reactants are [C:1]([O:4][C:5]1[CH:13]=[CH:12][C:8]([C:9]([OH:11])=[O:10])=[CH:7][CH:6]=1)(=[O:3])[CH3:2].C(N(CC)CC)C.CN(C(ON1N=NC2C=CC=CC1=2)=[N+](C)C)C.F[P-](F)(F)(F)(F)F.[CH2:45]1[O:50][CH:49]([C:51]2[CH:56]=[CH:55][CH:54]=[CH:53][CH:52]=2)[O:48][CH2:47][CH:46]1O. The catalyst is ClCCl. The product is [C:1]([O:4][C:5]1[CH:13]=[CH:12][C:8]([C:9]([O:11][CH:46]2[CH2:47][O:48][CH:49]([C:51]3[CH:52]=[CH:53][CH:54]=[CH:55][CH:56]=3)[O:50][CH2:45]2)=[O:10])=[CH:7][CH:6]=1)(=[O:3])[CH3:2]. The yield is 0.770. (6) The reactants are [CH2:1]([O:8][C@H:9]1[C@H:14]([O:15][CH2:16][C:17]2[CH:22]=[CH:21][CH:20]=[CH:19][CH:18]=2)[C@@H:13]([O:23][CH2:24][C:25]2[CH:30]=[CH:29][CH:28]=[CH:27][CH:26]=2)[C@H:12]([C:31]2[CH:36]=[C:35]([CH2:37][C:38]3[CH:43]=[CH:42][C:41]([O:44][CH2:45][CH3:46])=[CH:40][CH:39]=3)[C:34]([Cl:47])=[C:33]([O:48]CC=C)[C:32]=2[O:52]CC=C)[O:11][C@@H:10]1[CH2:56][O:57][CH2:58][C:59]1[CH:64]=[CH:63][CH:62]=[CH:61][CH:60]=1)[C:2]1[CH:7]=[CH:6][CH:5]=[CH:4][CH:3]=1.[BH4-].[Na+].[NH4+].[Cl-]. The catalyst is C1COCC1.C1C=CC([P]([Pd]([P](C2C=CC=CC=2)(C2C=CC=CC=2)C2C=CC=CC=2)([P](C2C=CC=CC=2)(C2C=CC=CC=2)C2C=CC=CC=2)[P](C2C=CC=CC=2)(C2C=CC=CC=2)C2C=CC=CC=2)(C2C=CC=CC=2)C2C=CC=CC=2)=CC=1. The product is [Cl:47][C:34]1[C:35]([CH2:37][C:38]2[CH:43]=[CH:42][C:41]([O:44][CH2:45][CH3:46])=[CH:40][CH:39]=2)=[CH:36][C:31]([C@H:12]2[C@H:13]([O:23][CH2:24][C:25]3[CH:30]=[CH:29][CH:28]=[CH:27][CH:26]=3)[C@@H:14]([O:15][CH2:16][C:17]3[CH:22]=[CH:21][CH:20]=[CH:19][CH:18]=3)[C@H:9]([O:8][CH2:1][C:2]3[CH:3]=[CH:4][CH:5]=[CH:6][CH:7]=3)[C@@H:10]([CH2:56][O:57][CH2:58][C:59]3[CH:60]=[CH:61][CH:62]=[CH:63][CH:64]=3)[O:11]2)=[C:32]([OH:52])[C:33]=1[OH:48]. The yield is 0.860.